This data is from Peptide-MHC class I binding affinity with 185,985 pairs from IEDB/IMGT. The task is: Regression. Given a peptide amino acid sequence and an MHC pseudo amino acid sequence, predict their binding affinity value. This is MHC class I binding data. (1) The MHC is Patr-A0301 with pseudo-sequence Patr-A0301. The peptide sequence is TGGVFLVDK. The binding affinity (normalized) is 0.306. (2) The peptide sequence is DEYLCVNAT. The MHC is HLA-B40:02 with pseudo-sequence HLA-B40:02. The binding affinity (normalized) is 0.403. (3) The peptide sequence is TLLGCWSFV. The MHC is HLA-A68:02 with pseudo-sequence HLA-A68:02. The binding affinity (normalized) is 0.308. (4) The peptide sequence is ASAIVLEFF. The MHC is HLA-B58:01 with pseudo-sequence HLA-B58:01. The binding affinity (normalized) is 0.691.